Dataset: Full USPTO retrosynthesis dataset with 1.9M reactions from patents (1976-2016). Task: Predict the reactants needed to synthesize the given product. (1) Given the product [Cl:14][C:7]1[CH:6]=[C:5]2[C:4](=[C:9]([C:10]([F:11])([F:12])[F:13])[CH:8]=1)[C:3](=[O:17])[N:26]([CH2:25][C:24]1[CH:27]=[CH:28][C:21]([O:20][C:19]([F:18])([F:29])[F:30])=[CH:22][CH:23]=1)[CH2:15]2, predict the reactants needed to synthesize it. The reactants are: CO[C:3](=[O:17])[C:4]1[C:9]([C:10]([F:13])([F:12])[F:11])=[CH:8][C:7]([Cl:14])=[CH:6][C:5]=1[CH2:15]Br.[F:18][C:19]([F:30])([F:29])[O:20][C:21]1[CH:28]=[CH:27][C:24]([CH2:25][NH2:26])=[CH:23][CH:22]=1.C([O-])([O-])=O.[K+].[K+].C(OCC)(=O)C. (2) Given the product [C:14]([CH2:13][CH2:12][N:5]1[CH:6]=[N:7][C:8]2[C:4]1=[N:3][CH:2]=[N:1][C:9]=2[NH2:10])#[N:15], predict the reactants needed to synthesize it. The reactants are: [N:1]1[C:9]([NH2:10])=[C:8]2[C:4]([N:5]=[CH:6][NH:7]2)=[N:3][CH:2]=1.Br[CH2:12][CH2:13][C:14]#[N:15].[H-].[Na+]. (3) Given the product [Br:1][C:2]1[C:7]([F:8])=[CH:6][CH:5]=[C:4]2[C:3]=1[NH:10][C:18](=[O:19])[CH:17]([CH3:23])[NH:9]2, predict the reactants needed to synthesize it. The reactants are: [Br:1][C:2]1[C:7]([F:8])=[CH:6][CH:5]=[C:4]([NH2:9])[C:3]=1[NH2:10].CN(C=O)C.Br[CH:17]([CH3:23])[C:18](OCC)=[O:19].C([O-])(O)=O.[Na+]. (4) Given the product [F:56][C:57]1[CH:58]=[C:59]([CH2:67][C:68]([N:3]2[C:11]3[C:6](=[CH:7][C:8]([C:12]4[C:20]5[C:19]([NH2:21])=[N:18][CH:17]=[N:16][C:15]=5[N:14]([CH3:22])[CH:13]=4)=[CH:9][CH:10]=3)[CH2:5][CH2:4]2)=[O:69])[CH:60]=[C:61]([C:63]([F:65])([F:66])[F:64])[CH:62]=1, predict the reactants needed to synthesize it. The reactants are: Cl.Cl.[NH:3]1[C:11]2[C:6](=[CH:7][C:8]([C:12]3[C:20]4[C:19]([NH2:21])=[N:18][CH:17]=[N:16][C:15]=4[N:14]([CH3:22])[CH:13]=3)=[CH:9][CH:10]=2)[CH2:5][CH2:4]1.CN(C(ON1N=NC2C=CC=NC1=2)=[N+](C)C)C.F[P-](F)(F)(F)(F)F.CCN(C(C)C)C(C)C.[F:56][C:57]1[CH:58]=[C:59]([CH2:67][C:68](O)=[O:69])[CH:60]=[C:61]([C:63]([F:66])([F:65])[F:64])[CH:62]=1. (5) The reactants are: [Cl:1][C:2]1[CH:14]=[CH:13][C:5]2[N:6]([CH2:9][CH2:10][CH2:11][OH:12])[CH:7]=[N:8][C:4]=2[CH:3]=1.C(N(CC)CC)C.[CH3:22][S:23](Cl)(=[O:25])=[O:24]. Given the product [Cl:1][C:2]1[CH:14]=[CH:13][C:5]2[N:6]([CH2:9][CH2:10][CH2:11][O:12][S:23]([CH3:22])(=[O:25])=[O:24])[CH:7]=[N:8][C:4]=2[CH:3]=1, predict the reactants needed to synthesize it. (6) Given the product [F:31][C:2]([F:1])([F:30])[C:3]1[CH:8]=[CH:7][C:6]([C:9]2[N:14]=[CH:13][C:12]([CH:15]([NH:19][C:20]3[CH:29]=[CH:28][C:23]([C:24]([NH:60][CH2:61][CH2:62][C:63]([O:65][CH3:66])=[O:64])=[O:25])=[CH:22][N:21]=3)[CH2:16][CH2:17][CH3:18])=[CH:11][N:10]=2)=[CH:5][CH:4]=1, predict the reactants needed to synthesize it. The reactants are: [F:1][C:2]([F:31])([F:30])[C:3]1[CH:8]=[CH:7][C:6]([C:9]2[N:14]=[CH:13][C:12]([CH:15]([NH:19][C:20]3[CH:29]=[CH:28][C:23]([C:24](OC)=[O:25])=[CH:22][N:21]=3)[CH2:16][CH2:17][CH3:18])=[CH:11][N:10]=2)=[CH:5][CH:4]=1.[Li+].[OH-].Cl.CN(C(ON1N=NC2C=CC=NC1=2)=[N+](C)C)C.F[P-](F)(F)(F)(F)F.Cl.[NH2:60][CH2:61][CH2:62][C:63]([O:65][CH3:66])=[O:64].C(N(CC)C(C)C)(C)C. (7) Given the product [CH3:1][O:2][C:3]1[CH:8]=[CH:7][C:6]2[CH:17]=[CH:16][S:9][C:5]=2[CH:4]=1, predict the reactants needed to synthesize it. The reactants are: [CH3:1][O:2][C:3]1[CH:4]=[C:5]([SH:9])[CH:6]=[CH:7][CH:8]=1.C([O-])([O-])=O.[K+].[K+].[CH2:16](OC(OCC)CBr)[CH3:17]. (8) Given the product [Br:1][C:2]1[CH:22]=[CH:21][C:5]2[O:6][CH2:7][CH:8]([CH2:19][O:20][CH3:23])[C:9]3[S:13][C:12]([C:14]([O:16][CH2:17][CH3:18])=[O:15])=[N:11][C:10]=3[C:4]=2[CH:3]=1, predict the reactants needed to synthesize it. The reactants are: [Br:1][C:2]1[CH:22]=[CH:21][C:5]2[O:6][CH2:7][CH:8]([CH2:19][OH:20])[C:9]3[S:13][C:12]([C:14]([O:16][CH2:17][CH3:18])=[O:15])=[N:11][C:10]=3[C:4]=2[CH:3]=1.[CH3:23]I. (9) The reactants are: C(NC1N=C2C(N=C(OC)N2CCCC2CCOCC2)=C(N)N=1)CCC.FC(F)(F)C(O)=O.[CH3:34][C@H:35]([O:39][C:40]1[NH:41][C:42]([NH2:51])=[C:43]2[C:47]([N:48]=1)=[N:46][C:45]([O:49][CH3:50])=[N:44]2)[CH2:36][CH2:37][CH3:38].Br[CH2:53][CH2:54][CH2:55][CH:56]1[CH2:61][CH2:60][CH2:59][CH2:58][O:57]1. Given the product [CH3:34][C@H:35]([O:39][C:40]1[N:48]=[C:47]2[C:43]([N:44]=[C:45]([O:49][CH3:50])[N:46]2[CH2:53][CH2:54][CH2:55][CH:56]2[CH2:61][CH2:60][CH2:59][CH2:58][O:57]2)=[C:42]([NH2:51])[N:41]=1)[CH2:36][CH2:37][CH3:38], predict the reactants needed to synthesize it.